Dataset: Drug-target binding data from BindingDB using Ki measurements. Task: Regression. Given a target protein amino acid sequence and a drug SMILES string, predict the binding affinity score between them. We predict pKi (pKi = -log10(Ki in M); higher means stronger inhibition). Dataset: bindingdb_ki. (1) The compound is O=C(O)c1ncccc1S. The target protein (P07379) has sequence MPPQLHNGLDFSAKVIQGSLDSLPQEVRKFVEGNAQLCQPEYIHICDGSEEEYGRLLAHMQEEGVIRKLKKYDNCWLALTDPRDVARIESKTVIITQEQRDTVPIPKSGQSQLGRWMSEEDFEKAFNARFPGCMKGRTMYVIPFSMGPLGSPLAKIGIELTDSPYVVASMRIMTRMGTSVLEALGDGEFIKCLHSVGCPLPLKKPLVNNWACNPELTLIAHLPDRREIISFGSGYGGNSLLGKKCFALRIASRLAKEEGWLAEHMLILGITNPEGKKKYLAAAFPSACGKTNLAMMNPTLPGWKVECVGDDIAWMKFDAQGNLRAINPENGFFGVAPGTSVKTNPNAIKTIQKNTIFTNVAETSDGGVYWEGIDEPLAPGVTITSWKNKEWRPQDEEPCAHPNSRFCTPASQCPIIDPAWESPEGVPIEGIIFGGRRPAGVPLVYEALSWQHGVFVGAAMRSEATAAAEHKGKVIMHDPFAMRPFFGYNFGKYLAHWLSM.... The pKi is 4.4. (2) The target protein (P9WQD8) has sequence MSQPSTANGGFPSVVVTAVTATTSISPDIESTWKGLLAGESGIHALEDEFVTKWDLAVKIGGHLKDPVDSHMGRLDMRRMSYVQRMGKLLGGQLWESAGSPEVDPDRFAVVVGTGLGGAERIVESYDLMNAGGPRKVSPLAVQMIMPNGAAAVIGLQLGARAGVMTPVSACSSGSEAIAHAWRQIVMGDADVAVCGGVEGPIEALPIAAFSMMRAMSTRNDEPERASRPFDKDRDGFVFGEAGALMLIETEEHAKARGAKPLARLLGAGITSDAFHMVAPAADGVRAGRAMTRSLELAGLSPADIDHVNAHGTATPIGDAAEANAIRVAGCDQAAVYAPKSALGHSIGAVGALESVLTVLTLRDGVIPPTLNYETPDPEIDLDVVAGEPRYGDYRYAVNNSFGFGGHNVALAFGRY. The pKi is 3.5. The drug is C=C/C(C)=C/[C@@]1(C)SC(=O)C(CCC)C1=O. (3) The drug is CNCCCC(C)(N)C(=O)O. The target protein (P27117) has sequence MNSFSNEEFDCHFLDEGFTAKDILDQKINEVSYSDDKDAFYVADLGDILKKHLRWLKALPRVTPFYAVKCNDSRTIVKTLAAIGTGFDCASKTEIQLVQSLGVPPERIIYANPCKQVSQIKYAANNGVQMMTFDSEVELMKVARAHPKAKLVLRIATDDSKAVCRLSVKFGATLKTSRLLLERAKELDIDVIGVSFHVGSGCTDPETFVQAISDARCVFDMGAEVGFNMYLLDIGGGFPGSEDVKLKFEEITSVINPALDKYFPSDSGVRIIAEPGRYYVASAFTLAVNIIAKKLVLKEQTGSDDEEESTDRTFMYYVNDGVYGSFNCILYDHAHVKPLLQKRPKPDEKYYSSSIWGPTCDGLDRIVERCNLPEMHVGDWMLFENMGAYTVAAASTFNGFQRPTIYYVMSGPTWQLMQQIRTQDFPPGVEEPDVGPLPVSCAWESGMKRHSAACASTRINV. The pKi is 3.1.